The task is: Predict the reactants needed to synthesize the given product.. This data is from Full USPTO retrosynthesis dataset with 1.9M reactions from patents (1976-2016). (1) Given the product [CH2:1]([N:4]([CH2:6][CH2:7][CH2:8][CH2:9][CH2:10][C:11]1[CH:12]=[C:13]2[C:17](=[CH:18][CH:19]=1)[N:16]([C:32]1[CH:31]=[CH:30][CH:29]=[CH:28][C:27]=1[C:22]1[CH:21]=[CH:26][CH:25]=[CH:24][CH:23]=1)[CH:15]=[CH:14]2)[CH3:5])[CH:2]=[CH2:3], predict the reactants needed to synthesize it. The reactants are: [CH2:1]([N:4]([CH2:6][CH2:7][CH2:8][CH2:9][CH2:10][C:11]1[CH:12]=[C:13]2[C:17](=[CH:18][CH:19]=1)[NH:16][CH:15]=[CH:14]2)[CH3:5])[CH:2]=[CH2:3].F[C:21]1[CH:26]=[CH:25][CH:24]=[CH:23][C:22]=1[C:27]1[CH:32]=[CH:31][CH:30]=[CH:29][CH:28]=1. (2) Given the product [N+:18]([C:10]1[CH:9]=[C:8]2[C:13](=[CH:12][C:11]=1[C:14]([F:15])([F:16])[F:17])[NH:5][C:6]([C:21]([OH:31])([CH2:29][CH3:30])[CH2:22][S:23][CH2:24][C:25]([F:28])([F:27])[F:26])=[CH:7]2)([O-:20])=[O:19], predict the reactants needed to synthesize it. The reactants are: CS([N:5]1[C:13]2[C:8](=[CH:9][C:10]([N+:18]([O-:20])=[O:19])=[C:11]([C:14]([F:17])([F:16])[F:15])[CH:12]=2)[CH:7]=[C:6]1[C:21]([OH:31])([CH2:29][CH3:30])[CH2:22][S:23][CH2:24][C:25]([F:28])([F:27])[F:26])(=O)=O.[OH-].[Na+]. (3) Given the product [P:30]([OH:35])([OH:32])([O:4][CH2:3][C@:2]([NH2:1])([C:6]1[S:7][C:8]([C:11]2[CH:16]=[CH:15][C:14]([O:17][CH2:18][CH2:19][CH2:20][CH2:21][CH2:22][CH2:23][CH2:24][CH3:25])=[C:13]([C:26]([F:28])([F:29])[F:27])[CH:12]=2)=[CH:9][N:10]=1)[CH3:5])=[O:31], predict the reactants needed to synthesize it. The reactants are: [NH2:1][C@@:2]([C:6]1[S:7][C:8]([C:11]2[CH:16]=[CH:15][C:14]([O:17][CH2:18][CH2:19][CH2:20][CH2:21][CH2:22][CH2:23][CH2:24][CH3:25])=[C:13]([C:26]([F:29])([F:28])[F:27])[CH:12]=2)=[CH:9][N:10]=1)([CH3:5])[CH2:3][OH:4].[P:30](Cl)([O:35]CC)([O:32]CC)=[O:31].C(N(CC)CC)C.Br[Si](C)(C)C. (4) Given the product [CH:5](=[O:6])[C:4]1[CH:10]=[CH:11][CH:12]=[CH:2][CH:3]=1.[CH:17]([C:16]1[CH:15]=[C:14]([CH:21]=[CH:20][CH:19]=1)[O:1][C:2]1[CH:3]=[C:4]([CH:10]=[CH:11][CH:12]=1)[C:5]([O:7][CH2:8][CH3:9])=[O:6])=[O:18], predict the reactants needed to synthesize it. The reactants are: [OH:1][C:2]1[CH:3]=[C:4]([CH:10]=[CH:11][CH:12]=1)[C:5]([O:7][CH2:8][CH3:9])=[O:6].Br[C:14]1[CH:15]=[C:16]([CH:19]=[CH:20][CH:21]=1)[CH:17]=[O:18].Cl.CN(C)CC(O)=O.C(=O)([O-])[O-].[Cs+].[Cs+].